Dataset: Reaction yield outcomes from USPTO patents with 853,638 reactions. Task: Predict the reaction yield, written as a fraction of the theoretical maximum amount of product (1.0 means a 100% yield; for example, 0.34 means a 34% yield). The reactants are O[C:2]1([C:18]([O:20][CH2:21][CH3:22])=[O:19])[CH2:10][C:9]2[C:4](=[N:5][CH:6]=[CH:7][CH:8]=2)[N:3]1C(OC(C)(C)C)=O.Cl. The catalyst is C(O)C. The product is [NH:3]1[C:4]2[C:9](=[CH:8][CH:7]=[CH:6][N:5]=2)[CH:10]=[C:2]1[C:18]([O:20][CH2:21][CH3:22])=[O:19]. The yield is 0.700.